This data is from Full USPTO retrosynthesis dataset with 1.9M reactions from patents (1976-2016). The task is: Predict the reactants needed to synthesize the given product. Given the product [C:1]([C:3]1[CH:8]=[CH:7][C:6]([C:9]2[CH:10]=[N:11][N:12]([C:15]3[CH:23]=[CH:22][C:18]([C:19]([N:31]([CH2:30][CH2:29][CH2:28][O:27][CH3:26])[CH3:32])=[O:21])=[CH:17][N:16]=3)[C:13]=2[OH:14])=[C:5]([CH3:24])[C:4]=1[F:25])#[N:2], predict the reactants needed to synthesize it. The reactants are: [C:1]([C:3]1[CH:8]=[CH:7][C:6]([C:9]2[CH:10]=[N:11][N:12]([C:15]3[CH:23]=[CH:22][C:18]([C:19]([OH:21])=O)=[CH:17][N:16]=3)[C:13]=2[OH:14])=[C:5]([CH3:24])[C:4]=1[F:25])#[N:2].[CH3:26][O:27][CH2:28][CH2:29][CH2:30][NH:31][CH3:32].